Predict the reactants needed to synthesize the given product. From a dataset of Full USPTO retrosynthesis dataset with 1.9M reactions from patents (1976-2016). Given the product [ClH:42].[F:21][C:18]1[C:19]2[C@H:9]([CH2:8][N:5]3[CH2:6][CH2:7][CH:2]([NH:1][CH2:38][C:33]4[NH:34][C:35](=[O:37])[C:36]5[C:31]([CH:32]=4)=[CH:30][CH:29]=[CH:28][C:27]=5[OH:26])[CH2:3][CH2:4]3)[CH2:10][N:11]3[C:20]=2[C:15]([CH:14]=[CH:13][C:12]3=[O:22])=[CH:16][CH:17]=1, predict the reactants needed to synthesize it. The reactants are: [NH2:1][CH:2]1[CH2:7][CH2:6][N:5]([CH2:8][C@H:9]2[C:19]3=[C:20]4[C:15](=[CH:16][CH:17]=[C:18]3[F:21])[CH:14]=[CH:13][C:12](=[O:22])[N:11]4[CH2:10]2)[CH2:4][CH2:3]1.COC[O:26][C:27]1[CH:28]=[CH:29][CH:30]=[C:31]2[C:36]=1[C:35](=[O:37])[NH:34][C:33]([CH:38]=O)=[CH:32]2.[BH4-].[Na+].[Cl:42]CCl.